Predict the reactants needed to synthesize the given product. From a dataset of Full USPTO retrosynthesis dataset with 1.9M reactions from patents (1976-2016). Given the product [CH:23]1([CH2:22][N:11]2[C:10](=[O:26])[C@H:9]([NH:8][C:28]([N:64]3[CH2:65][CH2:66][CH:61]([N:53]4[C:54]5[C:55](=[N:56][CH:57]=[CH:58][CH:59]=5)[NH:60][C:52]4=[O:51])[CH2:62][CH2:63]3)=[O:29])[CH2:15][O:14][C@@H:13]([C:16]3[CH:21]=[CH:20][CH:19]=[CH:18][CH:17]=3)[CH2:12]2)[CH2:25][CH2:24]1, predict the reactants needed to synthesize it. The reactants are: C(N(CC)CC)C.[NH2:8][C@@H:9]1[CH2:15][O:14][C@@H:13]([C:16]2[CH:21]=[CH:20][CH:19]=[CH:18][CH:17]=2)[CH2:12][N:11]([CH2:22][CH:23]2[CH2:25][CH2:24]2)[C:10]1=[O:26].Cl[C:28](OC1C=CC([N+]([O-])=O)=CC=1)=[O:29].C(N(C(C)C)CC)(C)C.Cl.Cl.[O:51]=[C:52]1[NH:60][C:55]2=[N:56][CH:57]=[CH:58][CH:59]=[C:54]2[N:53]1[CH:61]1[CH2:66][CH2:65][NH:64][CH2:63][CH2:62]1.